Dataset: Peptide-MHC class II binding affinity with 134,281 pairs from IEDB. Task: Regression. Given a peptide amino acid sequence and an MHC pseudo amino acid sequence, predict their binding affinity value. This is MHC class II binding data. The peptide sequence is LTQPLQQVTSLFSQV. The MHC is DRB3_0101 with pseudo-sequence DRB3_0101. The binding affinity (normalized) is 0.228.